This data is from Reaction yield outcomes from USPTO patents with 853,638 reactions. The task is: Predict the reaction yield, written as a fraction of the theoretical maximum amount of product (1.0 means a 100% yield; for example, 0.34 means a 34% yield). (1) The reactants are [F:1][C:2]1[CH:3]=[CH:4][C:5]([O:22][CH3:23])=[C:6]([CH:21]=1)[CH2:7][N:8]1[C:16]2[C:11](=[N:12][CH:13]=[CH:14][C:15]=2[CH3:17])[C:10]([C:18](O)=[O:19])=[CH:9]1.F[CH2:25][CH2:26][NH2:27].[CH2:28](N(CC)CC)[CH3:29].C(P1(=O)OP(CCC)(=O)OP(CCC)(=O)O1)CC. The catalyst is ClCCl.O. The product is [CH:25]1([CH2:26][NH:27][C:18]([C:10]2[C:11]3=[N:12][CH:13]=[CH:14][C:15]([CH3:17])=[C:16]3[N:8]([CH2:7][C:6]3[CH:21]=[C:2]([F:1])[CH:3]=[CH:4][C:5]=3[O:22][CH3:23])[CH:9]=2)=[O:19])[CH2:29][CH2:28]1. The yield is -0.240. (2) The reactants are [CH3:1][N:2]1[CH2:10][C:9]2[C:4](=[CH:5][CH:6]=[CH:7][C:8]=2[N+:11]([O-])=O)[C:3]1=[O:14]. The catalyst is [Pd].C(OCC)(=O)C. The product is [NH2:11][C:8]1[CH:7]=[CH:6][CH:5]=[C:4]2[C:9]=1[CH2:10][N:2]([CH3:1])[C:3]2=[O:14]. The yield is 0.970.